From a dataset of Full USPTO retrosynthesis dataset with 1.9M reactions from patents (1976-2016). Predict the reactants needed to synthesize the given product. (1) Given the product [F:1][C:2]1[CH:3]=[C:4]([CH:5]=[O:6])[CH:7]=[CH:8][C:9]=1[O:10][C:18]1[N:28]=[CH:27][CH:26]=[C:25]([CH:29]=[CH2:30])[C:19]=1[C:20]([O:22][CH2:23][CH3:24])=[O:21], predict the reactants needed to synthesize it. The reactants are: [F:1][C:2]1[CH:3]=[C:4]([CH:7]=[CH:8][C:9]=1[OH:10])[CH:5]=[O:6].C(=O)([O-])[O-].[K+].[K+].F[C:18]1[N:28]=[CH:27][CH:26]=[C:25]([CH:29]=[CH2:30])[C:19]=1[C:20]([O:22][CH2:23][CH3:24])=[O:21]. (2) Given the product [O:26]=[C:12]1[C@H:11]([CH2:27][C:28]([O:30][CH3:31])=[O:29])[CH2:10][C:9]2[CH:32]=[CH:33][C:6]([O:5][CH2:4][CH2:3][CH2:2][NH:1][C:35]3[N:40]=[CH:39][CH:38]=[CH:37][N:36]=3)=[CH:7][C:8]=2[CH2:14][N:13]1[CH2:15][C:16]1[CH:21]=[CH:20][C:19]([C:22]([F:25])([F:24])[F:23])=[CH:18][CH:17]=1, predict the reactants needed to synthesize it. The reactants are: [NH2:1][CH2:2][CH2:3][CH2:4][O:5][C:6]1[CH:33]=[CH:32][C:9]2[CH2:10][C@@H:11]([CH2:27][C:28]([O:30][CH3:31])=[O:29])[C:12](=[O:26])[N:13]([CH2:15][C:16]3[CH:21]=[CH:20][C:19]([C:22]([F:25])([F:24])[F:23])=[CH:18][CH:17]=3)[CH2:14][C:8]=2[CH:7]=1.Br[C:35]1[N:40]=[CH:39][CH:38]=[CH:37][N:36]=1.C(N(C(C)C)CC)(C)C.